Dataset: Reaction yield outcomes from USPTO patents with 853,638 reactions. Task: Predict the reaction yield, written as a fraction of the theoretical maximum amount of product (1.0 means a 100% yield; for example, 0.34 means a 34% yield). (1) The reactants are [CH:1]1([N:7]=[C:8]=[O:9])[CH2:6][CH2:5][CH2:4][CH2:3][CH2:2]1.[CH2:10]([NH2:16])[CH2:11][CH2:12][CH2:13][CH2:14][CH3:15].[C:17](Cl)(=[O:22])[CH2:18][C:19](Cl)=[O:20].C(N(C(C)C)CC)(C)C.[N:33]([CH2:36][C:37]([O:39]CC)=[O:38])=[C:34]=[O:35]. The catalyst is ClCCl. The product is [CH:1]1([N:7]2[C:19]([OH:20])=[C:18]([C:34]([NH:33][CH2:36][C:37]([OH:39])=[O:38])=[O:35])[C:17](=[O:22])[N:16]([CH2:10][CH2:11][CH2:12][CH2:13][CH2:14][CH3:15])[C:8]2=[O:9])[CH2:6][CH2:5][CH2:4][CH2:3][CH2:2]1. The yield is 0.240. (2) The reactants are [C:1]1([CH:7]([C:15]2[CH:20]=[CH:19][CH:18]=[CH:17][CH:16]=2)[O:8][CH:9]2[CH2:14][CH2:13][NH:12][CH2:11][CH2:10]2)[CH:6]=[CH:5][CH:4]=[CH:3][CH:2]=1.[C:21]([O:25][CH3:26])(=[O:24])[CH:22]=[CH2:23]. The catalyst is CO. The product is [C:15]1([CH:7]([C:1]2[CH:2]=[CH:3][CH:4]=[CH:5][CH:6]=2)[O:8][CH:9]2[CH2:14][CH2:13][N:12]([CH2:23][CH2:22][C:21]([O:25][CH3:26])=[O:24])[CH2:11][CH2:10]2)[CH:16]=[CH:17][CH:18]=[CH:19][CH:20]=1. The yield is 0.980. (3) The reactants are [NH:1]1[CH:5]=[CH:4][C:3]([C:6]2[CH:7]=[N:8][CH:9]=[CH:10][CH:11]=2)=[N:2]1.[C:12]([C@H:16]1[CH2:20]OS(=O)(=O)[O:17]1)([CH3:15])([CH3:14])[CH3:13].C(Cl)(=O)C.C(=O)(O)[O-].[Na+].O. The catalyst is C(#N)C.CO. The product is [CH3:13][C:12]([CH3:15])([CH3:14])[C@H:16]([OH:17])[CH2:20][N:1]1[CH:5]=[CH:4][C:3]([C:6]2[CH:7]=[N:8][CH:9]=[CH:10][CH:11]=2)=[N:2]1. The yield is 0.940. (4) The reactants are [H-].[Na+].O1CCCC1.[CH3:8][N:9]([CH3:13])[CH2:10][CH2:11][OH:12].[CH2:14]([Sn:18]([CH2:25][CH2:26][CH2:27][CH3:28])([CH2:21][CH2:22][CH2:23][CH3:24])[CH2:19]I)[CH2:15][CH2:16][CH3:17]. The catalyst is C(OCC)(=O)C.O.CN(C)C=O. The product is [CH3:8][N:9]([CH3:13])[CH2:10][CH2:11][O:12][CH2:19][Sn:18]([CH2:14][CH2:15][CH2:16][CH3:17])([CH2:25][CH2:26][CH2:27][CH3:28])[CH2:21][CH2:22][CH2:23][CH3:24]. The yield is 0.930. (5) The reactants are [H-].[Na+].[F:3][C:4]1[CH:9]=[CH:8][C:7]([C:10]2[C:14]([CH2:15][OH:16])=[C:13]([CH3:17])[O:12][N:11]=2)=[CH:6][CH:5]=1.Cl[C:19]1[CH:28]=[CH:27][C:22]([C:23]([O:25][CH3:26])=[O:24])=[CH:21][N:20]=1.[Cl-].[Na+]. The catalyst is C1COCC1. The product is [CH3:26][O:25][C:23](=[O:24])[C:22]1[CH:27]=[CH:28][C:19]([O:16][CH2:15][C:14]2[C:10]([C:7]3[CH:6]=[CH:5][C:4]([F:3])=[CH:9][CH:8]=3)=[N:11][O:12][C:13]=2[CH3:17])=[N:20][CH:21]=1. The yield is 0.470. (6) The reactants are [CH:1]1([C:4]2[C:13]3[C:8](=[CH:9][CH:10]=[CH:11][CH:12]=3)[CH:7]=[N+:6]([O-])[CH:5]=2)[CH2:3][CH2:2]1.O=P(Cl)(Cl)[Cl:17]. No catalyst specified. The product is [Cl:17][C:7]1[C:8]2[C:13](=[CH:12][CH:11]=[CH:10][CH:9]=2)[C:4]([CH:1]2[CH2:3][CH2:2]2)=[CH:5][N:6]=1. The yield is 0.0576. (7) The reactants are Br[C:2]1[CH:9]=[CH:8][CH:7]=[CH:6][C:3]=1[CH:4]=[O:5].[CH3:10][N:11]1[CH:15]=[C:14](B2OC(C)(C)C(C)(C)O2)[CH:13]=[N:12]1.C(=O)([O-])[O-].[Na+].[Na+]. The catalyst is Cl[Pd](Cl)([P](C1C=CC=CC=1)(C1C=CC=CC=1)C1C=CC=CC=1)[P](C1C=CC=CC=1)(C1C=CC=CC=1)C1C=CC=CC=1.C(#N)C. The product is [CH3:10][N:11]1[CH:15]=[C:14]([C:2]2[CH:9]=[CH:8][CH:7]=[CH:6][C:3]=2[CH:4]=[O:5])[CH:13]=[N:12]1. The yield is 0.960. (8) The reactants are [CH3:1][N:2]1[C:6]2[CH:7]=[CH:8][C:9]([C:11]3[CH:31]=[CH:30][C:14]([C:15]([N:17]4[CH2:22][CH2:21][N:20](C(OC(C)(C)C)=O)[CH2:19][CH2:18]4)=[O:16])=[CH:13][CH:12]=3)=[CH:10][C:5]=2[NH:4][NH:3]1.[ClH:32]. The catalyst is ClCCl. The product is [ClH:32].[CH3:1][N:2]1[C:6]2[CH:7]=[CH:8][C:9]([C:11]3[CH:31]=[CH:30][C:14]([C:15]([N:17]4[CH2:22][CH2:21][NH:20][CH2:19][CH2:18]4)=[O:16])=[CH:13][CH:12]=3)=[CH:10][C:5]=2[NH:4][NH:3]1. The yield is 0.790.